From a dataset of Full USPTO retrosynthesis dataset with 1.9M reactions from patents (1976-2016). Predict the reactants needed to synthesize the given product. (1) The reactants are: [F:1][CH:2]([F:12])[C:3]1[C:7]([C:8](Cl)=[O:9])=[CH:6][N:5]([CH3:11])[N:4]=1.Cl.[Cl:14][C:15]1[CH:20]=[C:19]([Cl:21])[CH:18]=[CH:17][C:16]=1[CH:22]([F:26])[CH:23]([NH2:25])[CH3:24].C(N(CC)CC)C. Given the product [Cl:14][C:15]1[CH:20]=[C:19]([Cl:21])[CH:18]=[CH:17][C:16]=1[CH:22]([F:26])[CH:23]([NH:25][C:8]([C:7]1[C:3]([CH:2]([F:12])[F:1])=[N:4][N:5]([CH3:11])[CH:6]=1)=[O:9])[CH3:24], predict the reactants needed to synthesize it. (2) Given the product [NH2:10][CH:9]([CH2:8][C:7]1[CH:22]=[CH:23][CH:24]=[C:5]([C:1]([CH3:4])([CH3:3])[CH3:2])[CH:6]=1)[CH:13]([C:14]1[CH:19]=[CH:18][CH:17]=[C:16]([Cl:20])[CH:15]=1)[OH:12], predict the reactants needed to synthesize it. The reactants are: [C:1]([C:5]1[CH:6]=[C:7]([CH:22]=[CH:23][CH:24]=1)[CH2:8][CH:9]1[CH:13]([C:14]2[CH:19]=[CH:18][CH:17]=[C:16]([Cl:20])[CH:15]=2)[O:12]C(=O)[NH:10]1)([CH3:4])([CH3:3])[CH3:2].[OH-].[Na+]. (3) Given the product [Cl:23][C:19]1[CH:18]=[C:17]([N:15]2[N:14]=[N:13][C:12]([CH:7]3[CH2:8][CH2:9][CH2:10][CH2:11][N:6]3[C:3]3[N:4]([CH3:5])[C:31]([C:30]4[CH:35]=[CH:36][C:27]([O:26][CH:25]([F:37])[F:24])=[CH:28][CH:29]=4)=[N:33][N:34]=3)=[N:16]2)[CH:22]=[CH:21][CH:20]=1, predict the reactants needed to synthesize it. The reactants are: CS[C:3]([N:6]1[CH2:11][CH2:10][CH2:9][CH2:8][CH:7]1[C:12]1[N:13]=[N:14][N:15]([C:17]2[CH:22]=[CH:21][CH:20]=[C:19]([Cl:23])[CH:18]=2)[N:16]=1)=[N:4][CH3:5].[F:24][CH:25]([F:37])[O:26][C:27]1[CH:36]=[CH:35][C:30]([C:31]([NH:33][NH2:34])=O)=[CH:29][CH:28]=1. (4) Given the product [Cl:18][C:14]1[CH:13]=[C:12]2[C:17](=[CH:16][CH:15]=1)[C:7]([C:6]1[CH:5]=[C:4]([Br:19])[S:3][C:2]=1[Br:1])=[N:9][CH2:10][CH2:11]2, predict the reactants needed to synthesize it. The reactants are: [Br:1][C:2]1[S:3][C:4]([Br:19])=[CH:5][C:6]=1[C:7]([NH:9][CH2:10][CH2:11][C:12]1[CH:17]=[CH:16][CH:15]=[C:14]([Cl:18])[CH:13]=1)=O.O=P12OP3(OP(OP(O3)(O1)=O)(=O)O2)=O.P(Cl)(Cl)(Cl)=O. (5) Given the product [F:32][C:25]1[CH:26]=[C:27]([O:30][CH3:31])[CH:28]=[CH:29][C:24]=1[N:15]1[CH2:16][C:17]2[C:18](=[N:19][C:20]([NH:36][C:37]3[CH:42]=[CH:41][C:40]([O:43][CH3:44])=[C:39]([O:45][CH3:46])[CH:38]=3)=[N:21][CH:22]=2)[N:13]([C@H:10]2[CH2:11][CH2:12][C@H:7]([OH:6])[CH2:8][CH2:9]2)[C:14]1=[O:33], predict the reactants needed to synthesize it. The reactants are: C([Si](C)(C)[O:6][C@H:7]1[CH2:12][CH2:11][C@H:10]([N:13]2[C:18]3=[N:19][C:20](Cl)=[N:21][CH:22]=[C:17]3[CH2:16][N:15]([C:24]3[CH:29]=[CH:28][C:27]([O:30][CH3:31])=[CH:26][C:25]=3[F:32])[C:14]2=[O:33])[CH2:9][CH2:8]1)(C)(C)C.[NH2:36][C:37]1[CH:38]=[C:39]([O:45][CH3:46])[C:40]([O:43][CH3:44])=[CH:41][CH:42]=1.O.C1(C)C=CC(S(O)(=O)=O)=CC=1. (6) The reactants are: CCN(CC)CC.[CH3:20][C:19]([O:18][C:16](O[C:16]([O:18][C:19]([CH3:22])([CH3:21])[CH3:20])=[O:17])=[O:17])([CH3:22])[CH3:21].Br.[CH3:24][O:25][C:26](=[O:32])[CH:27]([NH2:31])[CH2:28][CH2:29][Br:30]. Given the product [CH3:24][O:25][C:26](=[O:32])[C@@H:27]([NH:31][C:16]([O:18][C:19]([CH3:20])([CH3:21])[CH3:22])=[O:17])[CH2:28][CH2:29][Br:30], predict the reactants needed to synthesize it.